Dataset: Forward reaction prediction with 1.9M reactions from USPTO patents (1976-2016). Task: Predict the product of the given reaction. (1) Given the reactants [C:1]([O:5][C:6]([N:8]1[CH2:13][CH:12]=[C:11]([C:14]2[CH:22]=[CH:21][CH:20]=[C:19]3[C:15]=2[CH:16]=[C:17]([C:31](=[O:33])[NH2:32])[N:18]3[CH2:23][C:24]2[CH:29]=[CH:28][CH:27]=[C:26]([F:30])[CH:25]=2)[CH2:10][CH2:9]1)=[O:7])([CH3:4])([CH3:3])[CH3:2], predict the reaction product. The product is: [C:1]([O:5][C:6]([N:8]1[CH2:9][CH2:10][CH:11]([C:14]2[CH:22]=[CH:21][CH:20]=[C:19]3[C:15]=2[CH:16]=[C:17]([C:31](=[O:33])[NH2:32])[N:18]3[CH2:23][C:24]2[CH:29]=[CH:28][CH:27]=[C:26]([F:30])[CH:25]=2)[CH2:12][CH2:13]1)=[O:7])([CH3:4])([CH3:2])[CH3:3]. (2) Given the reactants Cl[C:2]([O:4][CH3:5])=[O:3].[Br:6][C:7]1[CH:17]=[CH:16][C:10]2[CH2:11][CH2:12][NH:13][CH2:14][CH2:15][C:9]=2[CH:8]=1.C(N(CC)CC)C.O, predict the reaction product. The product is: [CH3:5][O:4][C:2]([N:13]1[CH2:14][CH2:15][C:9]2[CH:8]=[C:7]([Br:6])[CH:17]=[CH:16][C:10]=2[CH2:11][CH2:12]1)=[O:3]. (3) Given the reactants Br[C:2]1[CH:7]=[CH:6][C:5]([NH:8][C:9]2[O:10][C:11]3[CH:17]=[CH:16][C:15]([Cl:18])=[CH:14][C:12]=3[N:13]=2)=[CH:4][CH:3]=1.[B:19]1([B:19]2[O:23][C:22]([CH3:25])([CH3:24])[C:21]([CH3:27])([CH3:26])[O:20]2)[O:23][C:22]([CH3:25])([CH3:24])[C:21]([CH3:27])([CH3:26])[O:20]1.C([O-])(=O)C.[K+].ClCCl, predict the reaction product. The product is: [CH3:26][C:21]1([CH3:27])[C:22]([CH3:25])([CH3:24])[O:23][B:19]([C:2]2[CH:7]=[CH:6][C:5]([NH:8][C:9]3[O:10][C:11]4[CH:17]=[CH:16][C:15]([Cl:18])=[CH:14][C:12]=4[N:13]=3)=[CH:4][CH:3]=2)[O:20]1. (4) The product is: [CH3:1][O:2][S:3]([O-:6])(=[O:5])=[O:4].[CH2:22]([N:19]([CH2:20][CH3:21])[C:16]([CH3:18])([CH3:17])[C:15]([C:12]1[CH:11]=[CH:10][C:9]([S+:8]([CH3:25])[CH3:7])=[CH:14][CH:13]=1)=[O:24])[CH3:23]. Given the reactants [CH3:1][O:2][S:3]([O-:6])(=[O:5])=[O:4].[CH3:7][S+:8]([CH3:25])[C:9]1[CH:14]=[CH:13][C:12]([C:15](=[O:24])[C:16]([NH+:19]([CH2:22][CH3:23])[CH2:20][CH3:21])([CH3:18])[CH3:17])=[CH:11][CH:10]=1.COS([O-])(=O)=O.C(=O)([O-])[O-].[Na+].[Na+], predict the reaction product. (5) Given the reactants [NH2:1][C:2]1[CH:23]=[CH:22][C:5]([O:6][C:7]2[CH:8]=[CH:9][C:10]3[N:11]([CH:13]=[C:14]([NH:16][C:17]([CH:19]4[CH2:21][CH2:20]4)=[O:18])[N:15]=3)[CH:12]=2)=[C:4]([F:24])[CH:3]=1.[O:25]=[C:26]1[C:31]([C:32](O)=[O:33])=[CH:30][CH:29]=[CH:28][N:27]1[C:35]1[CH:40]=[CH:39][CH:38]=[CH:37][CH:36]=1.CN(C(ON1N=NC2C=CC=NC1=2)=[N+](C)C)C.F[P-](F)(F)(F)(F)F.C(N(CC)C(C)C)(C)C, predict the reaction product. The product is: [CH:19]1([C:17]([NH:16][C:14]2[N:15]=[C:10]3[CH:9]=[CH:8][C:7]([O:6][C:5]4[CH:22]=[CH:23][C:2]([NH:1][C:32]([C:31]5[C:26](=[O:25])[N:27]([C:35]6[CH:40]=[CH:39][CH:38]=[CH:37][CH:36]=6)[CH:28]=[CH:29][CH:30]=5)=[O:33])=[CH:3][C:4]=4[F:24])=[CH:12][N:11]3[CH:13]=2)=[O:18])[CH2:21][CH2:20]1. (6) Given the reactants [CH3:1][C@@:2]12[C@H:11]3[CH2:12][CH2:13][C@@:14]4([CH3:20])[C@H:18]([C@@H:10]3[CH2:9][CH:8]=[C:7]1[NH:6][C:5](=[O:21])[CH2:4][CH2:3]2)[CH2:17][CH2:16][C:15]4=[O:19].[CH3:22][C:23]([O:26][C:27](O[C:27]([O:26][C:23]([CH3:25])([CH3:24])[CH3:22])=[O:28])=[O:28])([CH3:25])[CH3:24].O, predict the reaction product. The product is: [CH3:1][C@@:2]12[C@H:11]3[CH2:12][CH2:13][C@@:14]4([CH3:20])[C@H:18]([C@@H:10]3[CH2:9][CH:8]=[C:7]1[N:6]([C:27]([O:26][C:23]([CH3:25])([CH3:24])[CH3:22])=[O:28])[C:5](=[O:21])[CH2:4][CH2:3]2)[CH2:17][CH2:16][C:15]4=[O:19]. (7) Given the reactants [CH3:1][C:2]1([CH3:33])[CH2:11][CH:10]=[C:9]([C:12]2[CH:17]=[CH:16][C:15]([CH3:18])=[CH:14][CH:13]=2)[C:8]2[CH:7]=[C:6]([C:19]([NH:21][C:22]3[CH:32]=[CH:31][C:25]([C:26]([O:28]CC)=[O:27])=[CH:24][CH:23]=3)=[S:20])[CH:5]=[CH:4][C:3]1=2.[OH-].[Na+], predict the reaction product. The product is: [CH3:1][C:2]1([CH3:33])[CH2:11][CH:10]=[C:9]([C:12]2[CH:17]=[CH:16][C:15]([CH3:18])=[CH:14][CH:13]=2)[C:8]2[CH:7]=[C:6]([C:19]([NH:21][C:22]3[CH:23]=[CH:24][C:25]([C:26]([OH:28])=[O:27])=[CH:31][CH:32]=3)=[S:20])[CH:5]=[CH:4][C:3]1=2. (8) Given the reactants [Br:1][C:2]1[CH:11]=[CH:10][C:9]([CH:12]=[N:13]O)=[C:8]2[C:3]=1[CH:4]=[N:5][CH:6]=[N:7]2.C(P1(=O)OP(=O)(CCC)OP(=O)(CCC)O1)CC.O, predict the reaction product. The product is: [Br:1][C:2]1[CH:11]=[CH:10][C:9]([C:12]#[N:13])=[C:8]2[C:3]=1[CH:4]=[N:5][CH:6]=[N:7]2. (9) Given the reactants Cl.[NH2:2][CH:3]([C:11]1[CH:16]=[CH:15][CH:14]=[CH:13][CH:12]=1)[C:4]1[CH:5]=[C:6]([OH:10])[CH:7]=[CH:8][CH:9]=1.C(N(C(C)C)CC)(C)C.[C:26](O[C:26]([O:28][C:29]([CH3:32])([CH3:31])[CH3:30])=[O:27])([O:28][C:29]([CH3:32])([CH3:31])[CH3:30])=[O:27].C(=O)([O-])[O-].[K+].[K+], predict the reaction product. The product is: [OH:10][C:6]1[CH:5]=[C:4]([CH:3]([NH:2][C:26](=[O:27])[O:28][C:29]([CH3:32])([CH3:31])[CH3:30])[C:11]2[CH:16]=[CH:15][CH:14]=[CH:13][CH:12]=2)[CH:9]=[CH:8][CH:7]=1. (10) Given the reactants [CH3:1][C:2]1[N:7]=[C:6]([C:8]2[N:13]=[CH:12][C:11]3[CH:14]=[N:15][NH:16][C:10]=3[CH:9]=2)[CH:5]=[N:4][CH:3]=1.[Br:17][C:18]1[C:23](OC)=[CH:22][CH:21]=[C:20](I)[N:19]=1.C(=O)([O-])[O-].[K+].[K+].CNCCNC, predict the reaction product. The product is: [Br:17][C:18]1[N:19]=[C:20]([N:16]2[C:10]3[CH:9]=[C:8]([C:6]4[CH:5]=[N:4][CH:3]=[C:2]([CH3:1])[N:7]=4)[N:13]=[CH:12][C:11]=3[CH:14]=[N:15]2)[CH:21]=[CH:22][CH:23]=1.